This data is from Full USPTO retrosynthesis dataset with 1.9M reactions from patents (1976-2016). The task is: Predict the reactants needed to synthesize the given product. (1) Given the product [CH3:27][O:28][C:29](=[O:39])[CH2:30][CH2:31][CH2:32][CH2:33][CH2:34][CH2:35][CH2:36][CH2:37][NH:25][C:20]1[CH:21]=[CH:22][CH:23]=[CH:24][C:19]=1[S:16](=[O:18])(=[O:17])[NH:15][C:13]([C@@:8]1([NH:7][C:6]([O:5][C:1]([CH3:2])([CH3:3])[CH3:4])=[O:26])[CH2:10][C@H:9]1[CH:11]=[CH2:12])=[O:14], predict the reactants needed to synthesize it. The reactants are: [C:1]([O:5][C:6](=[O:26])[NH:7][C@:8]1([C:13]([NH:15][S:16]([C:19]2[CH:24]=[CH:23][CH:22]=[CH:21][C:20]=2[NH2:25])(=[O:18])=[O:17])=[O:14])[CH2:10][C@H:9]1[CH:11]=[CH2:12])([CH3:4])([CH3:3])[CH3:2].[CH3:27][O:28][C:29](=[O:39])[CH2:30][CH2:31][CH2:32][CH2:33][CH2:34][CH2:35][CH2:36][CH:37]=O.CC(O)=O.[BH-](OC(C)=O)(OC(C)=O)OC(C)=O.[Na+]. (2) The reactants are: [F:1][C:2]([F:12])([S:8]([O-:11])(=[O:10])=[O:9])[CH:3]([F:7])[CH2:4][CH2:5][OH:6].[Na+].CS([O-])(=O)=O.[C:19]1([S+:25]([C:32]2[CH:37]=[CH:36][CH:35]=[CH:34][CH:33]=2)[C:26]2[CH:31]=[CH:30][CH:29]=[CH:28][CH:27]=2)[CH:24]=[CH:23][CH:22]=[CH:21][CH:20]=1.O. Given the product [F:12][C:2]([F:1])([S:8]([O-:11])(=[O:10])=[O:9])[CH:3]([F:7])[CH2:4][CH2:5][OH:6].[C:32]1([S+:25]([C:19]2[CH:20]=[CH:21][CH:22]=[CH:23][CH:24]=2)[C:26]2[CH:31]=[CH:30][CH:29]=[CH:28][CH:27]=2)[CH:33]=[CH:34][CH:35]=[CH:36][CH:37]=1, predict the reactants needed to synthesize it. (3) Given the product [C:31]([CH2:32][NH:33][C:25]([C:22]1[CH:23]=[CH:24][C:19]([C:15]2[CH:16]=[CH:17][CH:18]=[C:13]([NH:12][S:9]([C:5]3[CH:6]=[C:7]([CH3:8])[C:2]([Cl:1])=[CH:3][C:4]=3[CH3:29])(=[O:10])=[O:11])[CH:14]=2)=[CH:20][C:21]=1[CH3:28])=[O:27])#[N:30], predict the reactants needed to synthesize it. The reactants are: [Cl:1][C:2]1[C:7]([CH3:8])=[CH:6][C:5]([S:9]([NH:12][C:13]2[CH:14]=[C:15]([C:19]3[CH:24]=[CH:23][C:22]([C:25]([OH:27])=O)=[C:21]([CH3:28])[CH:20]=3)[CH:16]=[CH:17][CH:18]=2)(=[O:11])=[O:10])=[C:4]([CH3:29])[CH:3]=1.[NH2:30][CH2:31][C:32]#[N:33]. (4) Given the product [Cl:41][C:38]1[CH:37]=[CH:36][C:35](/[C:17](/[C:14]2[CH:13]=[CH:12][C:11]([C:3]#[C:2][CH2:1][N:4]3[CH2:9][CH2:8][O:7][CH2:6][CH2:5]3)=[CH:16][CH:15]=2)=[CH:18]\[CH2:19][O:20][C:21]2[CH:26]=[CH:25][C:24]([CH:27]([CH3:33])[C:28]([O:30][CH2:31][CH3:32])=[O:29])=[C:23]([CH3:34])[CH:22]=2)=[CH:40][CH:39]=1, predict the reactants needed to synthesize it. The reactants are: [CH2:1]([N:4]1[CH2:9][CH2:8][O:7][CH2:6][CH2:5]1)[C:2]#[CH:3].Br[C:11]1[CH:16]=[CH:15][C:14](/[C:17](/[C:35]2[CH:40]=[CH:39][C:38]([Cl:41])=[CH:37][CH:36]=2)=[CH:18]/[CH2:19][O:20][C:21]2[CH:26]=[CH:25][C:24]([CH:27]([CH3:33])[C:28]([O:30][CH2:31][CH3:32])=[O:29])=[C:23]([CH3:34])[CH:22]=2)=[CH:13][CH:12]=1. (5) Given the product [F:49][C:50]([F:62])([F:61])[C:4]1[CH:9]=[CH:8][C:7]([S:10]([NH:13][C:14]2[CH:15]=[C:16]([CH:21]=[CH:22][C:23]=2[NH:24][S:25]([C:28]2[CH:29]=[CH:30][C:31]([C:50]([F:62])([F:61])[F:49])=[CH:32][CH:33]=2)(=[O:27])=[O:26])[C:17]([O:19][CH3:20])=[O:18])(=[O:12])=[O:11])=[CH:6][CH:5]=1, predict the reactants needed to synthesize it. The reactants are: [N+]([C:4]1[CH:9]=[CH:8][C:7]([S:10]([NH:13][C:14]2[CH:15]=[C:16]([CH:21]=[CH:22][C:23]=2[NH:24][S:25]([C:28]2[CH:33]=[CH:32][C:31]([N+]([O-])=O)=[CH:30][CH:29]=2)(=[O:27])=[O:26])[C:17]([O:19][CH3:20])=[O:18])(=[O:12])=[O:11])=[CH:6][CH:5]=1)([O-])=O.NC1C=C(C=CC=1N)C(OC)=O.[F:49][C:50]([F:62])([F:61])C1C=CC(S(Cl)(=O)=O)=CC=1. (6) Given the product [CH2:1]([O:3][CH2:4][CH2:5][CH2:6][O:7][C:8](=[O:41])[C@@H:9]([NH:19][C:20]([C:22]1[C:27]([CH3:28])=[N:26][C:25]([NH:29][CH2:30][CH2:31][CH2:32][C:33]2[CH:38]=[CH:37][CH:36]=[C:35]([O:39][C:42](=[O:46])[CH:43]([CH3:45])[CH3:44])[CH:34]=2)=[N:24][C:23]=1[CH3:40])=[O:21])[CH2:10][NH:11][C:12]([C:14]1[S:15][CH:16]=[CH:17][CH:18]=1)=[O:13])[CH3:2], predict the reactants needed to synthesize it. The reactants are: [CH2:1]([O:3][CH2:4][CH2:5][CH2:6][O:7][C:8](=[O:41])[C@@H:9]([NH:19][C:20]([C:22]1[C:23]([CH3:40])=[N:24][C:25]([NH:29][CH2:30][CH2:31][CH2:32][C:33]2[CH:38]=[CH:37][CH:36]=[C:35]([OH:39])[CH:34]=2)=[N:26][C:27]=1[CH3:28])=[O:21])[CH2:10][NH:11][C:12]([C:14]1[S:15][CH:16]=[CH:17][CH:18]=1)=[O:13])[CH3:2].[C:42](O[C:42](=[O:46])[CH:43]([CH3:45])[CH3:44])(=[O:46])[CH:43]([CH3:45])[CH3:44].N1C=CC=CC=1. (7) Given the product [Cl:1][C:2]1[CH:7]=[CH:6][C:5](/[CH:8]=[CH:9]/[C:10]([N:12]2[CH2:17][CH2:16][CH:15]([C:18]3[O:19][C:36]([CH2:35][N:29]4[CH2:34][CH2:33][CH2:32][CH2:31][CH2:30]4)=[N:21][N:20]=3)[CH2:14][CH2:13]2)=[O:11])=[C:4]([CH2:22][N:23]2[N:27]=[N:26][C:25]([CH3:28])=[N:24]2)[CH:3]=1, predict the reactants needed to synthesize it. The reactants are: [Cl:1][C:2]1[CH:7]=[CH:6][C:5](/[CH:8]=[CH:9]/[C:10]([N:12]2[CH2:17][CH2:16][CH:15]([C:18]([NH:20][NH2:21])=[O:19])[CH2:14][CH2:13]2)=[O:11])=[C:4]([CH2:22][N:23]2[N:27]=[N:26][C:25]([CH3:28])=[N:24]2)[CH:3]=1.[N:29]1([CH2:35][C:36](O)=O)[CH2:34][CH2:33][CH2:32][CH2:31][CH2:30]1.